From a dataset of Peptide-MHC class I binding affinity with 185,985 pairs from IEDB/IMGT. Regression. Given a peptide amino acid sequence and an MHC pseudo amino acid sequence, predict their binding affinity value. This is MHC class I binding data. (1) The peptide sequence is NSFFGPIGKL. The MHC is HLA-A68:02 with pseudo-sequence HLA-A68:02. The binding affinity (normalized) is 0.370. (2) The peptide sequence is IIKSDHEFVK. The MHC is HLA-A68:01 with pseudo-sequence HLA-A68:01. The binding affinity (normalized) is 0.306. (3) The MHC is HLA-A24:02 with pseudo-sequence HLA-A24:02. The binding affinity (normalized) is 0.940. The peptide sequence is LWFSFGASCF. (4) The peptide sequence is YITSGKNNM. The MHC is HLA-A02:01 with pseudo-sequence HLA-A02:01. The binding affinity (normalized) is 0. (5) The peptide sequence is KHDEEFCDM. The MHC is HLA-A03:01 with pseudo-sequence HLA-A03:01. The binding affinity (normalized) is 0.0847. (6) The peptide sequence is SHLECRTFF. The MHC is HLA-A69:01 with pseudo-sequence HLA-A69:01. The binding affinity (normalized) is 0.0847.